Dataset: Reaction yield outcomes from USPTO patents with 853,638 reactions. Task: Predict the reaction yield, written as a fraction of the theoretical maximum amount of product (1.0 means a 100% yield; for example, 0.34 means a 34% yield). (1) The reactants are [CH:1]([N:4]1[C:8]([C:9]2[S:10][C:11]3[CH2:12][CH2:13][O:14][C:15]4[CH:22]=[CH:21][C:20]([C:23]5[C:24](=[O:29])[NH:25][CH:26]=[CH:27][CH:28]=5)=[CH:19][C:16]=4[C:17]=3[N:18]=2)=[N:7][CH:6]=[N:5]1)([CH3:3])[CH3:2].I[CH3:31]. No catalyst specified. The product is [CH:1]([N:4]1[C:8]([C:9]2[S:10][C:11]3[CH2:12][CH2:13][O:14][C:15]4[CH:22]=[CH:21][C:20]([C:23]5[C:24](=[O:29])[N:25]([CH3:31])[CH:26]=[CH:27][CH:28]=5)=[CH:19][C:16]=4[C:17]=3[N:18]=2)=[N:7][CH:6]=[N:5]1)([CH3:3])[CH3:2]. The yield is 0.200. (2) The reactants are Cl.[Cl:2][CH2:3][C@H:4]1[C:12]2[C:7](=[CH:8][C:9]([OH:17])=[C:10]3[S:15][CH:14]=[C:13]([CH3:16])[C:11]3=2)[N:6]([C:18]([C:20]2[NH:21][C:22]3[C:27]([CH:28]=2)=[CH:26][C:25]([NH:29][C:30]([C:32]2[NH:33][C:34]4[C:39]([CH:40]=2)=[CH:38][C:37]([O:41][CH2:42][CH2:43][N:44]2[CH2:48][CH2:47][CH2:46][CH2:45]2)=[CH:36][CH:35]=4)=[O:31])=[CH:24][CH:23]=3)=[O:19])[CH2:5]1.Cl[C:50](OC1C=CC([N+]([O-])=O)=CC=1)=[O:51].C(N(CC)CC)C.Cl.[CH:70]1[C:82]2[CH:81]([CH2:83][O:84][C:85]([NH:87][C@H:88]([C:92]([NH:94][C@H:95]([C:103]([NH:105][C:106]3[CH:111]=[CH:110][C:109]([CH2:112][O:113][C:114](=[O:121])[N:115]([CH3:120])[CH2:116][CH2:117][NH:118][CH3:119])=[CH:108][CH:107]=3)=[O:104])[CH2:96][CH2:97][CH2:98][NH:99][C:100](=[O:102])[NH2:101])=[O:93])[CH:89]([CH3:91])[CH3:90])=[O:86])[C:80]3[C:75](=[CH:76][CH:77]=[CH:78][CH:79]=3)[C:74]=2[CH:73]=[CH:72][CH:71]=1. The catalyst is C1COCC1.C(Cl)Cl.C(Cl)Cl.C(Cl)Cl.CO. The product is [CH:79]1[C:80]2[CH:81]([CH2:83][O:84][C:85]([NH:87][C@H:88]([C:92]([NH:94][C@H:95]([C:103]([NH:105][C:106]3[CH:107]=[CH:108][C:109]([CH2:112][O:113][C:114](=[O:121])[N:115]([CH2:116][CH2:117][N:118]([C:50]([O:17][C:9]4[CH:8]=[C:7]5[C:12]([C@H:4]([CH2:3][Cl:2])[CH2:5][N:6]5[C:18]([C:20]5[NH:21][C:22]6[C:27]([CH:28]=5)=[CH:26][C:25]([NH:29][C:30]([C:32]5[NH:33][C:34]7[C:39]([CH:40]=5)=[CH:38][C:37]([O:41][CH2:42][CH2:43][N:44]5[CH2:48][CH2:47][CH2:46][CH2:45]5)=[CH:36][CH:35]=7)=[O:31])=[CH:24][CH:23]=6)=[O:19])=[C:11]5[C:13]([CH3:16])=[CH:14][S:15][C:10]=45)=[O:51])[CH3:119])[CH3:120])=[CH:110][CH:111]=3)=[O:104])[CH2:96][CH2:97][CH2:98][NH:99][C:100](=[O:102])[NH2:101])=[O:93])[CH:89]([CH3:90])[CH3:91])=[O:86])[C:82]3[C:74](=[CH:73][CH:72]=[CH:71][CH:70]=3)[C:75]=2[CH:76]=[CH:77][CH:78]=1. The yield is 0.420. (3) The reactants are [Br:1][CH2:2][CH2:3][CH2:4][CH2:5][O:6][CH2:7][CH2:8][CH2:9][O:10]C1CCCCO1.O.C1(C)C=CC(S(O)(=O)=O)=CC=1. The catalyst is CO. The product is [Br:1][CH2:2][CH2:3][CH2:4][CH2:5][O:6][CH2:7][CH2:8][CH2:9][OH:10]. The yield is 0.820. (4) The reactants are C([O-])=O.[NH4+].[OH:5][C:6]12[CH2:15][CH:10]3[CH2:11][CH:12]([CH2:14][CH:8]([C:9]3=O)[CH2:7]1)[CH2:13]2.C([N:19](CC)CC)C.[CH3:24][C:25]([O:28][C:29]([O:31]C(OC(C)(C)C)=O)=O)([CH3:27])[CH3:26]. The catalyst is CO.[Pd]. The product is [C:25]([O:28][C:29](=[O:31])[NH:19][CH:9]1[CH:8]2[CH2:14][CH:12]3[CH2:13][C:6]([OH:5])([CH2:15][CH:10]1[CH2:11]3)[CH2:7]2)([CH3:27])([CH3:26])[CH3:24]. The yield is 0.960. (5) The reactants are ClC1C(Cl)=CC=CC=1C1[CH2:14][CH2:13][N:12]([CH2:15][CH2:16][CH2:17][O:18][C:19]2[CH:27]=[C:26]3[C:22]([CH:23]=[N:24][NH:25]3)=[CH:21][CH:20]=2)[CH2:11][CH2:10]1.[Na+].[I-].[CH3:30][O:31][C:32]1[CH:37]=[CH:36][CH:35]=[CH:34][C:33]=1[N:38]1CCNCC1.CCN(C(C)C)C(C)C. The catalyst is CC#N. The product is [CH3:30][O:31][C:32]1[CH:37]=[CH:36][CH:35]=[CH:34][C:33]=1[N:38]1[CH2:10][CH2:11][N:12]([CH2:15][CH2:16][CH2:17][O:18][C:19]2[CH:27]=[C:26]3[C:22]([CH:23]=[N:24][NH:25]3)=[CH:21][CH:20]=2)[CH2:13][CH2:14]1. The yield is 0.600. (6) The reactants are Br[C:2]1[C:3](F)=[CH:4][CH:5]=[C:6]2[C:11]=1[N:10]=C(NC(C)(C)C)[N:8](C)[C:7]2=[O:18].BrC1C(F)=CC=C2C=1N=C(Cl)N(C1CC1)C2=O.[Br:37][C:38]1[C:39]([F:57])=[CH:40][CH:41]=[C:42]2[C:47]=1[N:46]=[C:45]([NH:48][C:49]([CH3:52])([CH3:51])[CH3:50])[N:44]([CH:53]1[CH2:55][CH2:54]1)[C:43]2=[O:56]. No catalyst specified. The product is [Br:37][C:38]1[C:39]([F:57])=[CH:40][CH:41]=[C:42]2[C:47]=1[N:46]=[C:45]([NH:48][C:49]([CH3:50])([CH3:51])[CH3:52])[N:44]([CH:53]1[CH2:54][CH2:55]1)[C:43]2=[O:56].[C:49]([NH:48][C:45]1[N:44]([CH:53]2[CH2:55][CH2:54]2)[C:43](=[O:56])[C:42]2[C:47](=[C:38]([C:4]3[NH:10][C:11]4[C@@H:2]([CH3:3])[NH:8][C:7](=[O:18])[C:6]=4[CH:5]=3)[C:39]([F:57])=[CH:40][CH:41]=2)[N:46]=1)([CH3:52])([CH3:51])[CH3:50]. The yield is 0.850.